This data is from Full USPTO retrosynthesis dataset with 1.9M reactions from patents (1976-2016). The task is: Predict the reactants needed to synthesize the given product. (1) Given the product [C:1]([O:4][C:5]1[CH:10]=[CH:9][CH:8]=[CH:7][C:6]=1[C:11]([O:27][C:23]1[CH:24]=[CH:25][CH:26]=[C:21]([CH:18]([CH2:19][CH3:20])[CH:17]([CH3:28])[CH2:16][N:15]([CH3:14])[CH3:29])[CH:22]=1)=[O:12])(=[O:3])[CH3:2], predict the reactants needed to synthesize it. The reactants are: [C:1]([O:4][C:5]1[CH:10]=[CH:9][CH:8]=[CH:7][C:6]=1[C:11](Cl)=[O:12])(=[O:3])[CH3:2].[CH3:14][N:15]([CH3:29])[CH2:16][CH:17]([CH3:28])[CH:18]([C:21]1[CH:22]=[C:23]([OH:27])[CH:24]=[CH:25][CH:26]=1)[CH2:19][CH3:20]. (2) Given the product [CH3:7][C:6]1[O:5][C:4]([C:8]([OH:10])=[O:9])=[CH:3][C:2]=1[C:17]1[N:13]([CH3:12])[N:14]=[CH:15][CH:16]=1, predict the reactants needed to synthesize it. The reactants are: Br[C:2]1[CH:3]=[C:4]([C:8]([O:10]C)=[O:9])[O:5][C:6]=1[CH3:7].[CH3:12][N:13]1[C:17](B2OC(C)(C)C(C)(C)O2)=[CH:16][CH:15]=[N:14]1.C(=O)([O-])[O-].[K+].[K+].[OH-].[Na+]. (3) The reactants are: [Cl:1][C:2]1[CH:7]=[CH:6][CH:5]=[CH:4][C:3]=1[CH:8]([O:10][C:11](=[O:27])[NH:12][C:13]1[C:14]([CH3:26])=[N:15][O:16][C:17]=1[C:18]1[CH:23]=[CH:22][C:21]([CH2:24]Cl)=[CH:20][CH:19]=1)[CH3:9].[SH:28][C:29]1[CH:34]=[CH:33][CH:32]=[CH:31][C:30]=1[CH2:35][C:36]([OH:38])=[O:37]. Given the product [Cl:1][C:2]1[CH:7]=[CH:6][CH:5]=[CH:4][C:3]=1[CH:8]([O:10][C:11]([NH:12][C:13]1[C:14]([CH3:26])=[N:15][O:16][C:17]=1[C:18]1[CH:23]=[CH:22][C:21]([CH2:24][S:28][C:29]2[CH:34]=[CH:33][CH:32]=[CH:31][C:30]=2[CH2:35][C:36]([OH:38])=[O:37])=[CH:20][CH:19]=1)=[O:27])[CH3:9], predict the reactants needed to synthesize it. (4) Given the product [Cl:5][C:6]1[C:12]([F:13])=[CH:11][C:10]([F:14])=[CH:9][C:7]=1[S:19]([Cl:22])(=[O:21])=[O:20], predict the reactants needed to synthesize it. The reactants are: N([O-])=O.[Na+].[Cl:5][C:6]1[C:12]([F:13])=[CH:11][C:10]([F:14])=[CH:9][C:7]=1N.C(O)(=O)C.[S:19](=[O:21])=[O:20].[ClH:22]. (5) Given the product [N:23]([CH2:6][C:7]1[CH:8]=[CH:9][C:10]2[O:14][C:13]([CH2:15][C:16]3[CH:21]=[CH:20][CH:19]=[CH:18][CH:17]=3)=[N:12][C:11]=2[CH:22]=1)=[N+:24]=[N-:25], predict the reactants needed to synthesize it. The reactants are: CS(O[CH2:6][C:7]1[CH:8]=[CH:9][C:10]2[O:14][C:13]([CH2:15][C:16]3[CH:21]=[CH:20][CH:19]=[CH:18][CH:17]=3)=[N:12][C:11]=2[CH:22]=1)(=O)=O.[N-:23]=[N+:24]=[N-:25].[Na+].O. (6) Given the product [C:4]([O:3][C:1](=[O:2])[NH:8][CH2:9][CH:10]1[C:18]2[C:13](=[CH:14][C:15]([O:19][C:21]3[CH:29]=[CH:28][C:24]([C:25](=[O:26])[NH2:27])=[CH:23][N:22]=3)=[CH:16][CH:17]=2)[CH2:12][CH2:11]1)([CH3:6])([CH3:7])[CH3:5], predict the reactants needed to synthesize it. The reactants are: [C:1]([NH:8][CH2:9][CH:10]1[C:18]2[C:13](=[CH:14][C:15]([OH:19])=[CH:16][CH:17]=2)[CH2:12][CH2:11]1)([O:3][C:4]([CH3:7])([CH3:6])[CH3:5])=[O:2].Cl[C:21]1[CH:29]=[CH:28][C:24]([C:25]([NH2:27])=[O:26])=[CH:23][N:22]=1.C([O-])([O-])=O.[K+].[K+].[NH4+].[Cl-]. (7) Given the product [Cl:17][C:18]1[O:8][N:7]=[C:6]([C:4]([O:3][CH2:2][CH3:1])=[O:5])[CH:19]=1, predict the reactants needed to synthesize it. The reactants are: [CH3:1][CH2:2][O:3][C:4](/[C:6](/Cl)=[N:7]\[OH:8])=[O:5].CCN(CC)CC.[Cl:17][C:18](Cl)=[CH2:19]. (8) The reactants are: Br[C:2]1[CH:3]=[N:4][C:5]2[C:10]([CH:11]=1)=[CH:9][CH:8]=[CH:7][CH:6]=2.[NH2:12][C:13]1[CH:27]=[CH:26][C:16]([C:17]([C:19]2[CH:24]=[CH:23][CH:22]=[CH:21][C:20]=2[CH3:25])=[O:18])=[C:15]([Cl:28])[CH:14]=1.C(O[Na])(C)(C)C. Given the product [Cl:28][C:15]1[CH:14]=[C:13]([NH:12][C:2]2[CH:3]=[N:4][C:5]3[C:10]([CH:11]=2)=[CH:9][CH:8]=[CH:7][CH:6]=3)[CH:27]=[CH:26][C:16]=1[C:17]([C:19]1[CH:24]=[CH:23][CH:22]=[CH:21][C:20]=1[CH3:25])=[O:18], predict the reactants needed to synthesize it. (9) Given the product [C:1]([O:5][C:6]([N:8]1[CH2:13][CH2:12][CH2:11][C@H:10]([O:14][C:15]2[CH:20]=[C:19]([N+:21]([O-:23])=[O:22])[CH:18]=[C:17]([F:24])[CH:16]=2)[CH2:9]1)=[O:7])([CH3:4])([CH3:2])[CH3:3], predict the reactants needed to synthesize it. The reactants are: [C:1]([O:5][C:6]([N:8]1[CH2:13][CH2:12][CH2:11][CH:10]([O:14][C:15]2[CH:20]=[C:19]([N+:21]([O-:23])=[O:22])[CH:18]=[C:17]([F:24])[CH:16]=2)[CH2:9]1)=[O:7])([CH3:4])([CH3:3])[CH3:2].[H-].[Na+].FC1C=C([N+]([O-])=O)C=C(F)C=1.